This data is from Tox21: 12 toxicity assays (nuclear receptors and stress response pathways). The task is: Binary classification across 12 toxicity assays. (1) It tested positive (active) for: SR-p53 (p53 tumor suppressor activation). The drug is CCCCCCCCCCCCCCCCCCCCCC(=O)Nc1ccn([C@@H]2O[C@H](CO)[C@@H](O)[C@@H]2O)c(=O)n1. (2) The compound is Nc1ccn([C@@H]2O[C@H](CO)[C@@H](O)C2(F)F)c(=O)n1. It tested positive (active) for: SR-p53 (p53 tumor suppressor activation). (3) It tested positive (active) for: NR-ER (Estrogen Receptor agonist activity), NR-ER-LBD (Estrogen Receptor Ligand Binding Domain agonist), SR-ARE (Antioxidant Response Element (oxidative stress)), SR-HSE (Heat Shock Element response), and SR-MMP (Mitochondrial Membrane Potential disruption). The drug is CC(C)(c1cc(Cl)c(O)c(Cl)c1)c1cc(Cl)c(O)c(Cl)c1. (4) The molecule is O=C1c2ccccc2C(=O)c2cc(O)ccc21. It tested positive (active) for: NR-AhR (Aryl hydrocarbon Receptor agonist activity), NR-ER (Estrogen Receptor agonist activity), NR-ER-LBD (Estrogen Receptor Ligand Binding Domain agonist), SR-ARE (Antioxidant Response Element (oxidative stress)), SR-ATAD5 (ATAD5 genotoxicity (DNA damage)), and SR-MMP (Mitochondrial Membrane Potential disruption).